The task is: Predict which catalyst facilitates the given reaction.. This data is from Catalyst prediction with 721,799 reactions and 888 catalyst types from USPTO. (1) Reactant: [CH:1]([C:4]1[CH:9]=[CH:8][C:7]([CH:10]2[C:14]3[C:15]([CH3:22])=[C:16]([NH2:21])[C:17]([CH3:20])=[C:18]([CH3:19])[C:13]=3[O:12][C:11]2([CH3:24])[CH3:23])=[CH:6][CH:5]=1)([CH3:3])[CH3:2].[CH3:25][O:26][C:27]1[CH:28]=[C:29]([CH:33]=[CH:34][C:35]=1[O:36][CH3:37])[C:30](Cl)=[O:31]. Product: [CH:1]([C:4]1[CH:9]=[CH:8][C:7]([CH:10]2[C:14]3[C:15]([CH3:22])=[C:16]([NH:21][C:30](=[O:31])[C:29]4[CH:33]=[CH:34][C:35]([O:36][CH3:37])=[C:27]([O:26][CH3:25])[CH:28]=4)[C:17]([CH3:20])=[C:18]([CH3:19])[C:13]=3[O:12][C:11]2([CH3:24])[CH3:23])=[CH:6][CH:5]=1)([CH3:3])[CH3:2]. The catalyst class is: 175. (2) Reactant: [S:1]([C:4]1[CH:5]=[C:6]([CH:10]=[CH:11][CH:12]=1)[C:7]([OH:9])=[O:8])([OH:3])=[O:2].[O:13]1[CH2:18][CH2:17][CH2:16][CH2:15][CH:14]1[O:19][CH2:20][CH2:21]I.[OH-].[Na+]. Product: [O:13]1[CH2:18][CH2:17][CH2:16][CH2:15][CH:14]1[O:19][CH2:20][CH2:21][S:1]([C:4]1[CH:5]=[C:6]([CH:10]=[CH:11][CH:12]=1)[C:7]([OH:9])=[O:8])(=[O:3])=[O:2]. The catalyst class is: 97. (3) The catalyst class is: 11. Product: [CH2:12]([O:14][C:15](=[O:29])[C:16]([C:21](=[O:28])[C:22]1[CH:23]=[CH:24][CH:25]=[CH:26][CH:27]=1)=[CH:17][NH:5][C:4]1[CH:6]=[CH:7][CH:8]=[CH:9][C:3]=1[C:2]([F:10])([F:11])[F:1])[CH3:13]. Reactant: [F:1][C:2]([F:11])([F:10])[C:3]1[CH:9]=[CH:8][CH:7]=[CH:6][C:4]=1[NH2:5].[CH2:12]([O:14][C:15](=[O:29])[C:16]([C:21](=[O:28])[C:22]1[CH:27]=[CH:26][CH:25]=[CH:24][CH:23]=1)=[CH:17]OCC)[CH3:13]. (4) Reactant: CC(C)([O-])C.[K+].[Cl:7][C:8]1[CH:13]=[C:12]([N+:14]([O-:16])=[O:15])[C:11](F)=[CH:10][C:9]=1[OH:18].[CH3:19][C:20]1([CH3:28])[O:24][C:23]([CH2:26][OH:27])([CH3:25])[CH2:22][O:21]1. Product: [Cl:7][C:8]1[CH:13]=[C:12]([N+:14]([O-:16])=[O:15])[C:11]([O:27][CH2:26][C:23]2([CH3:25])[CH2:22][O:21][C:20]([CH3:28])([CH3:19])[O:24]2)=[CH:10][C:9]=1[OH:18]. The catalyst class is: 10. (5) Reactant: [Si]([O:8][CH2:9][C:10]1[N:11]=[C:12]([C:15]2([C:21]3[CH:31]=[CH:30][C:24]([C:25]([N:27]([CH3:29])[CH3:28])=[O:26])=[CH:23][CH:22]=3)[CH2:20][CH2:19][O:18][CH2:17][CH2:16]2)[S:13][CH:14]=1)(C(C)(C)C)(C)C.F.F.F.C(N(CC)CC)C. Product: [OH:8][CH2:9][C:10]1[N:11]=[C:12]([C:15]2([C:21]3[CH:31]=[CH:30][C:24]([C:25]([N:27]([CH3:29])[CH3:28])=[O:26])=[CH:23][CH:22]=3)[CH2:20][CH2:19][O:18][CH2:17][CH2:16]2)[S:13][CH:14]=1. The catalyst class is: 1. (6) Reactant: Br[C:2]1[CH:3]=[CH:4][C:5]([N:10]2[CH2:32][CH2:31][C:13]3[N:14]=[CH:15][N:16]=[C:17]([NH:18][C@@H:19]([C:21]4[CH:22]=[N:23][C:24]([C:27]([F:30])([F:29])[F:28])=[CH:25][CH:26]=4)[CH3:20])[C:12]=3[CH2:11]2)=[C:6]([CH:9]=1)[C:7]#[N:8].[CH3:33]B(O)O.P([O-])([O-])([O-])=O.[K+].[K+].[K+].C1(P(C2CCCCC2)C2CCCCC2)CCCCC1. Product: [CH3:33][C:2]1[CH:3]=[CH:4][C:5]([N:10]2[CH2:32][CH2:31][C:13]3[N:14]=[CH:15][N:16]=[C:17]([NH:18][C@@H:19]([C:21]4[CH:22]=[N:23][C:24]([C:27]([F:30])([F:29])[F:28])=[CH:25][CH:26]=4)[CH3:20])[C:12]=3[CH2:11]2)=[C:6]([CH:9]=1)[C:7]#[N:8]. The catalyst class is: 706.